Dataset: Forward reaction prediction with 1.9M reactions from USPTO patents (1976-2016). Task: Predict the product of the given reaction. (1) Given the reactants [CH2:1]([O:3][C:4](=[O:24])[CH2:5][CH:6]1[O:10][B:9]([OH:11])[C:8]2[CH:12]=[C:13]([O:17][C:18]3[S:22][N:21]=[C:20](Cl)[N:19]=3)[CH:14]=[C:15]([CH3:16])[C:7]1=2)[CH3:2], predict the reaction product. The product is: [CH2:1]([O:3][C:4](=[O:24])[CH2:5][CH:6]1[O:10][B:9]([OH:11])[C:8]2[CH:12]=[C:13]([O:17][C:18]3[S:22][N:21]=[CH:20][N:19]=3)[CH:14]=[C:15]([CH3:16])[C:7]1=2)[CH3:2]. (2) Given the reactants CCN=C=NCCCN(C)C.[CH3:12][C:13]1[N:17]2[C:18](=[O:27])[N:19]([CH:21]3[CH2:26][CH2:25][NH:24][CH2:23][CH2:22]3)[CH2:20][C:16]2=[CH:15][N:14]=1.[Cl:28][C:29]1[CH:30]=[C:31]2[C:36](=[CH:37][CH:38]=1)[CH:35]=[C:34]([S:39]([CH2:42][CH2:43][C:44](O)=[O:45])(=[O:41])=[O:40])[CH:33]=[CH:32]2.C1C=CC2N(O)N=NC=2C=1, predict the reaction product. The product is: [Cl:28][C:29]1[CH:30]=[C:31]2[C:36](=[CH:37][CH:38]=1)[CH:35]=[C:34]([S:39]([CH2:42][CH2:43][C:44]([N:24]1[CH2:25][CH2:26][CH:21]([N:19]3[CH2:20][C:16]4=[CH:15][N:14]=[C:13]([CH3:12])[N:17]4[C:18]3=[O:27])[CH2:22][CH2:23]1)=[O:45])(=[O:40])=[O:41])[CH:33]=[CH:32]2. (3) Given the reactants C([O:8][C:9]1[CH:14]=[CH:13][C:12]([C:15]2[O:16][C:17]3[CH:23]=[C:22]([O:24][CH2:25][C@@H:26]([NH:28][C:29](=[O:31])[CH3:30])[CH3:27])[CH:21]=[CH:20][C:18]=3[N:19]=2)=[CH:11][C:10]=1[F:32])C1C=CC=CC=1, predict the reaction product. The product is: [F:32][C:10]1[CH:11]=[C:12]([C:15]2[O:16][C:17]3[CH:23]=[C:22]([O:24][CH2:25][C@@H:26]([NH:28][C:29](=[O:31])[CH3:30])[CH3:27])[CH:21]=[CH:20][C:18]=3[N:19]=2)[CH:13]=[CH:14][C:9]=1[OH:8]. (4) Given the reactants [CH3:1][C@H:2]1[CH2:7][NH:6][C@H:5]([CH3:8])[CH2:4][N:3]1[C:9]([O:11][C:12]([CH3:15])([CH3:14])[CH3:13])=[O:10].[F:16][C:17]([F:35])([F:34])[C:18]([C:24]1[CH:29]=[CH:28][C:27](F)=[C:26]([N+:31]([O-:33])=[O:32])[CH:25]=1)([OH:23])[C:19]([F:22])([F:21])[F:20].N1(C(OC(C)(C)C)=O)CCNCC1, predict the reaction product. The product is: [C:12]([O:11][C:9]([N:3]1[CH2:4][C@@H:5]([CH3:8])[N:6]([C:27]2[CH:28]=[CH:29][C:24]([C:18]([OH:23])([C:17]([F:35])([F:34])[F:16])[C:19]([F:20])([F:21])[F:22])=[CH:25][C:26]=2[N+:31]([O-:33])=[O:32])[CH2:7][C@@H:2]1[CH3:1])=[O:10])([CH3:13])([CH3:15])[CH3:14]. (5) Given the reactants N1C=CC=CC=1.O[CH2:8][C:9]1[CH:26]=[CH:25][C:12]([CH2:13][NH:14][C:15]([C:17]2[O:18][C:19]([N+:22]([O-:24])=[O:23])=[CH:20][CH:21]=2)=[O:16])=[CH:11][CH:10]=1.CC(OI1(OC(C)=O)(OC(C)=O)OC(=O)C2C=CC=CC1=2)=O.[CH3:49][N:50]1[CH2:55][CH2:54][N:53]([NH2:56])[CH2:52][CH2:51]1, predict the reaction product. The product is: [CH3:49][N:50]1[CH2:55][CH2:54][N:53]([N:56]=[CH:8][C:9]2[CH:26]=[CH:25][C:12]([CH2:13][NH:14][C:15]([C:17]3[O:18][C:19]([N+:22]([O-:24])=[O:23])=[CH:20][CH:21]=3)=[O:16])=[CH:11][CH:10]=2)[CH2:52][CH2:51]1. (6) Given the reactants S(Cl)([Cl:3])=O.[N:5]1C=[CH:9][C:8]([CH2:11][CH2:12][CH2:13]O)=[CH:7][CH:6]=1.Cl[CH:16]([Cl:18])Cl, predict the reaction product. The product is: [Cl:3][CH2:13][CH2:12][CH2:11][C:8]1[CH:7]=[CH:6][N:5]=[C:16]([Cl:18])[CH:9]=1. (7) Given the reactants [NH2:1][C:2]1[NH:6][N:5]=[C:4]([C:7]([O:9][CH2:10][CH3:11])=[O:8])[CH:3]=1.[C:12]([O:18][CH2:19][CH3:20])(=[O:17])[CH2:13][C:14](O)=[O:15].C(N=C=NC(C)C)(C)C.O, predict the reaction product. The product is: [CH2:19]([O:18][C:12](=[O:17])[CH2:13][C:14]([NH:1][C:2]1[NH:6][N:5]=[C:4]([C:7]([O:9][CH2:10][CH3:11])=[O:8])[CH:3]=1)=[O:15])[CH3:20]. (8) Given the reactants [NH3:1].[CH2:2]([O:4][C:5]([C:7]1[C:8]2[S:16][CH:15]=[C:14]([CH2:17][O:18][C:19]3[CH:24]=[CH:23][CH:22]=[C:21]([O:25][CH2:26][C:27]4[CH:32]=[CH:31][C:30]([O:33][CH3:34])=[C:29]([C:35]([F:38])([F:37])[F:36])[CH:28]=4)[CH:20]=3)[C:9]=2[C:10](Cl)=[N:11][CH:12]=1)=[O:6])[CH3:3], predict the reaction product. The product is: [CH2:2]([O:4][C:5]([C:7]1[C:8]2[S:16][CH:15]=[C:14]([CH2:17][O:18][C:19]3[CH:24]=[CH:23][CH:22]=[C:21]([O:25][CH2:26][C:27]4[CH:32]=[CH:31][C:30]([O:33][CH3:34])=[C:29]([C:35]([F:38])([F:37])[F:36])[CH:28]=4)[CH:20]=3)[C:9]=2[C:10]([NH2:1])=[N:11][CH:12]=1)=[O:6])[CH3:3].